From a dataset of Full USPTO retrosynthesis dataset with 1.9M reactions from patents (1976-2016). Predict the reactants needed to synthesize the given product. (1) Given the product [F:20][C:17]1[CH:18]=[CH:19][C:14]([C:12](=[O:13])[CH2:11][CH2:10][CH2:9][CH2:8][N:35]2[CH2:36][CH2:37][CH:32]([C:28]3[CH:27]=[C:26]([NH:25][C:23](=[O:24])[CH:22]([CH3:21])[CH3:38])[CH:31]=[CH:30][CH:29]=3)[CH2:33][CH2:34]2)=[CH:15][CH:16]=1, predict the reactants needed to synthesize it. The reactants are: C([O-])([O-])=O.[K+].[K+].Cl[CH2:8][CH2:9][CH2:10][CH2:11][C:12]([C:14]1[CH:19]=[CH:18][C:17]([F:20])=[CH:16][CH:15]=1)=[O:13].[CH3:21][CH:22]([CH3:38])[C:23]([NH:25][C:26]1[CH:31]=[CH:30][CH:29]=[C:28]([CH:32]2[CH2:37][CH2:36][NH:35][CH2:34][CH2:33]2)[CH:27]=1)=[O:24]. (2) Given the product [C:1]([N:4]1[C:13]2[C:8](=[CH:9][C:10]([C:14]3[CH:22]=[CH:21][C:17]([C:18]([NH:68][CH2:67][CH2:66][N:65]([CH3:69])[CH3:64])=[O:19])=[CH:16][N:15]=3)=[CH:11][CH:12]=2)[C@H:7]([NH:23][C:24]2[CH:29]=[CH:28][CH:27]=[CH:26][N:25]=2)[CH2:6][C@@H:5]1[CH3:30])(=[O:3])[CH3:2], predict the reactants needed to synthesize it. The reactants are: [C:1]([N:4]1[C:13]2[C:8](=[CH:9][C:10]([C:14]3[CH:22]=[CH:21][C:17]([C:18](O)=[O:19])=[CH:16][N:15]=3)=[CH:11][CH:12]=2)[C@H:7]([NH:23][C:24]2[CH:29]=[CH:28][CH:27]=[CH:26][N:25]=2)[CH2:6][C@@H:5]1[CH3:30])(=[O:3])[CH3:2].CN(C(ON1N=NC2C=CC=NC1=2)=[N+](C)C)C.F[P-](F)(F)(F)(F)F.CCN(C(C)C)C(C)C.[CH3:64][N:65]([CH3:69])[CH2:66][CH2:67][NH2:68]. (3) Given the product [CH3:11][O:10][C:5]1[CH:4]=[C:3]([O:12][CH3:13])[CH:2]=[CH:9][C:6]=1[CH:7]=[O:8], predict the reactants needed to synthesize it. The reactants are: Br[C:2]1[C:3]([O:12][CH3:13])=[CH:4][C:5]([O:10][CH3:11])=[C:6]([CH:9]=1)[CH:7]=[O:8].COC1N=C(OC)C(B(O)O)=CN=1. (4) Given the product [C:1]([O:5][C:6](=[O:15])[NH:7][CH2:8][CH:9]1[CH2:10][CH2:11][N:12]([CH:17]([CH3:19])[CH3:16])[CH2:13][CH2:14]1)([CH3:4])([CH3:2])[CH3:3], predict the reactants needed to synthesize it. The reactants are: [C:1]([O:5][C:6](=[O:15])[NH:7][CH2:8][CH:9]1[CH2:14][CH2:13][NH:12][CH2:11][CH2:10]1)([CH3:4])([CH3:3])[CH3:2].[CH3:16][C:17]([CH3:19])=O. (5) Given the product [CH3:48][S:49]([O:1][C:2]1[CH:3]=[CH:4][C:5]([C:8]2[CH:16]=[CH:15][C:14]([C:17]3[N:18]([C:33]([O:35][C:36]([CH3:37])([CH3:39])[CH3:38])=[O:34])[C:19]4[C:24]([CH:25]=3)=[CH:23][C:22]([CH2:26][N:27]3[CH2:32][CH2:31][CH2:30][CH2:29][CH2:28]3)=[CH:21][CH:20]=4)=[C:13]3[C:9]=2[CH2:10][NH:11][C:12]3=[O:40])=[CH:6][CH:7]=1)(=[O:51])=[O:50], predict the reactants needed to synthesize it. The reactants are: [OH:1][C:2]1[CH:7]=[CH:6][C:5]([C:8]2[CH:16]=[CH:15][C:14]([C:17]3[N:18]([C:33]([O:35][C:36]([CH3:39])([CH3:38])[CH3:37])=[O:34])[C:19]4[C:24]([CH:25]=3)=[CH:23][C:22]([CH2:26][N:27]3[CH2:32][CH2:31][CH2:30][CH2:29][CH2:28]3)=[CH:21][CH:20]=4)=[C:13]3[C:9]=2[CH2:10][NH:11][C:12]3=[O:40])=[CH:4][CH:3]=1.C(N(CC)CC)C.[CH3:48][S:49](Cl)(=[O:51])=[O:50]. (6) Given the product [N:1]1([C:7]2[CH:8]=[CH:9][C:10]([CH2:13][CH2:14][NH2:15])=[CH:11][CH:12]=2)[CH2:6][CH2:5][O:4][CH2:3][CH2:2]1, predict the reactants needed to synthesize it. The reactants are: [N:1]1([C:7]2[CH:12]=[CH:11][C:10]([CH2:13][CH2:14][N:15]3C(=O)C4C(=CC=CC=4)C3=O)=[CH:9][CH:8]=2)[CH2:6][CH2:5][O:4][CH2:3][CH2:2]1.O.NN. (7) Given the product [CH3:26][C:2]([NH:1][S:36]([CH3:35])(=[O:38])=[O:37])([CH3:27])[CH2:3][NH:4][C:5]1[C:14]2[C:9](=[CH:10][C:11]([O:15][CH2:16][C:17]3[CH:22]=[CH:21][CH:20]=[CH:19][CH:18]=3)=[CH:12][CH:13]=2)[N:8]=[CH:7][C:6]=1[N+:23]([O-:25])=[O:24], predict the reactants needed to synthesize it. The reactants are: [NH2:1][C:2]([CH3:27])([CH3:26])[CH2:3][NH:4][C:5]1[C:14]2[C:9](=[CH:10][C:11]([O:15][CH2:16][C:17]3[CH:22]=[CH:21][CH:20]=[CH:19][CH:18]=3)=[CH:12][CH:13]=2)[N:8]=[CH:7][C:6]=1[N+:23]([O-:25])=[O:24].C(N(CC)CC)C.[CH3:35][S:36](O[S:36]([CH3:35])(=[O:38])=[O:37])(=[O:38])=[O:37].C(=O)(O)[O-].[Na+].